Predict the product of the given reaction. From a dataset of Forward reaction prediction with 1.9M reactions from USPTO patents (1976-2016). (1) Given the reactants [CH3:1][NH:2][C:3]1[CH:8]=[CH:7][CH:6]=[CH:5][N:4]=1.[I:9]Cl.S([O-])([O-])=O.[Na+].[Na+], predict the reaction product. The product is: [CH3:1][NH:2][C:3]1[CH:8]=[CH:7][C:6]([I:9])=[CH:5][N:4]=1. (2) Given the reactants [NH:1]1[CH2:6][CH:5]=[CH:4][CH2:3][CH2:2]1.CO[O:9][CH2:10][C@H:11]1[O:15][C@@:14](C(C2C=CC=CC=2)(C2C=CC=CC=2)C2C=CC=CC=2)([N:16]2[CH:24]=[N:23][C:22]3[C:17]2=[N:18][CH:19]=[N:20][C:21]=3S(C)(=O)=O)[C@:13]([CH3:49])([OH:48])[C@@H:12]1[OH:50], predict the reaction product. The product is: [CH3:49][C@@:13]1([OH:48])[C@H:12]([OH:50])[C@@H:11]([CH2:10][OH:9])[O:15][C@H:14]1[N:16]1[CH:24]=[N:23][C:22]2[C:17]1=[N:18][CH:19]=[N:20][C:21]=2[N:1]1[CH2:2][CH:3]=[CH:4][CH2:5][CH2:6]1. (3) Given the reactants [C:1]1([N:7]2[C:19](=O)[C:18]3[C:17]4[CH:16]=[CH:15][CH:14]=[CH:13][C:12]=4[NH:11][CH2:10][C:9]=3[NH:8]2)[CH:6]=[CH:5][CH:4]=[CH:3][CH:2]=1.CN(C)CCN(C)C.C([Li])CCC.I[CH2:35][CH2:36][CH:37]1[CH2:42][CH2:41][N:40]([C:43]([O:45][C:46]([CH3:49])([CH3:48])[CH3:47])=[O:44])[CH2:39][CH2:38]1.[O:50]1CCCC1, predict the reaction product. The product is: [O:50]=[C:10]1[C:9]2=[N:8][N:7]([C:1]3[CH:6]=[CH:5][CH:4]=[CH:3][CH:2]=3)[C:19]([CH2:35][CH2:36][CH:37]3[CH2:42][CH2:41][N:40]([C:43]([O:45][C:46]([CH3:49])([CH3:48])[CH3:47])=[O:44])[CH2:39][CH2:38]3)=[C:18]2[C:17]2[CH:16]=[CH:15][CH:14]=[CH:13][C:12]=2[NH:11]1. (4) Given the reactants [F:1][C:2]1[CH:48]=[CH:47][C:5]([O:6][CH:7]2[CH2:12][CH2:11][N:10]([C:13]([NH:15][CH:16]([CH:36]([C:38]3[C:46]4[C:41](=[CH:42][CH:43]=[CH:44][CH:45]=4)[NH:40][CH:39]=3)[CH3:37])[C:17]([N:19]([CH3:35])[C:20]3[CH:34]=[CH:33][CH:32]=[CH:31][C:21]=3[CH2:22][NH:23]C(=O)OC(C)(C)C)=[O:18])=[O:14])[CH2:9][CH2:8]2)=[CH:4][CH:3]=1.[ClH:49].O1CCOCC1, predict the reaction product. The product is: [ClH:49].[NH2:23][CH2:22][C:21]1[CH:31]=[CH:32][CH:33]=[CH:34][C:20]=1[N:19]([CH3:35])[C:17]([CH:16]([NH:15][C:13]([N:10]1[CH2:11][CH2:12][CH:7]([O:6][C:5]2[CH:4]=[CH:3][C:2]([F:1])=[CH:48][CH:47]=2)[CH2:8][CH2:9]1)=[O:14])[CH:36]([C:38]1[C:46]2[C:41](=[CH:42][CH:43]=[CH:44][CH:45]=2)[NH:40][CH:39]=1)[CH3:37])=[O:18]. (5) Given the reactants N1C=CC=CC=1.[O:7]1[CH:11]=[CH:10][CH:9]=[C:8]1[CH:12]([NH2:14])[CH3:13].[CH:15]([C:18]([CH3:25])([CH:22]([CH3:24])[CH3:23])[C:19](Cl)=[O:20])([CH3:17])[CH3:16], predict the reaction product. The product is: [CH:15]([C:18]([CH3:25])([CH:22]([CH3:24])[CH3:23])[C:19]([NH:14][CH:12]([C:8]1[O:7][CH:11]=[CH:10][CH:9]=1)[CH3:13])=[O:20])([CH3:17])[CH3:16].